The task is: Regression. Given two drug SMILES strings and cell line genomic features, predict the synergy score measuring deviation from expected non-interaction effect.. This data is from NCI-60 drug combinations with 297,098 pairs across 59 cell lines. (1) Drug 1: CCCS(=O)(=O)NC1=C(C(=C(C=C1)F)C(=O)C2=CNC3=C2C=C(C=N3)C4=CC=C(C=C4)Cl)F. Drug 2: CC(C1=C(C=CC(=C1Cl)F)Cl)OC2=C(N=CC(=C2)C3=CN(N=C3)C4CCNCC4)N. Cell line: IGROV1. Synergy scores: CSS=4.65, Synergy_ZIP=-0.754, Synergy_Bliss=1.82, Synergy_Loewe=0.288, Synergy_HSA=0.500. (2) Drug 1: C1CC(=O)NC(=O)C1N2CC3=C(C2=O)C=CC=C3N. Drug 2: CCCS(=O)(=O)NC1=C(C(=C(C=C1)F)C(=O)C2=CNC3=C2C=C(C=N3)C4=CC=C(C=C4)Cl)F. Cell line: MDA-MB-435. Synergy scores: CSS=14.0, Synergy_ZIP=-2.13, Synergy_Bliss=-2.02, Synergy_Loewe=-14.1, Synergy_HSA=-2.31.